From a dataset of Catalyst prediction with 721,799 reactions and 888 catalyst types from USPTO. Predict which catalyst facilitates the given reaction. (1) Reactant: [C:1]([C:4]1[C:5]([O:22][CH3:23])=[C:6]([C:12]2[CH:17]=[CH:16][C:15]([F:18])=[C:14]([C:19]([NH2:21])=[O:20])[CH:13]=2)[C:7]([CH3:11])=[C:8]([Cl:10])[CH:9]=1)(=O)[CH3:2].C([O-])(=O)C.[NH4+].C([BH3-])#[N:30].[Na+]. Product: [NH2:30][CH:1]([C:4]1[C:5]([O:22][CH3:23])=[C:6]([C:12]2[CH:17]=[CH:16][C:15]([F:18])=[C:14]([C:19]([NH2:21])=[O:20])[CH:13]=2)[C:7]([CH3:11])=[C:8]([Cl:10])[CH:9]=1)[CH3:2]. The catalyst class is: 449. (2) Reactant: [CH3:1][C:2]1[C:7]([C:8]2[CH:17]=[CH:16][C:15]3[C:10](=[CH:11][CH:12]=[C:13]([CH2:18][C:19]([O:21]C)=[O:20])[CH:14]=3)[N:9]=2)=[CH:6][CH:5]=[CH:4][N:3]=1. Product: [CH3:1][C:2]1[C:7]([C:8]2[CH:17]=[CH:16][C:15]3[C:10](=[CH:11][CH:12]=[C:13]([CH2:18][C:19]([OH:21])=[O:20])[CH:14]=3)[N:9]=2)=[CH:6][CH:5]=[CH:4][N:3]=1. The catalyst class is: 254. (3) Reactant: [NH2:1][CH2:2][CH2:3][CH2:4][Si:5]([CH3:14])([CH3:13])[N:1]1[CH2:2][CH2:3][CH2:4][Si:5]1([CH3:14])[CH3:13].[CH3:15][OH:16]. Product: [NH2:1][CH2:2][CH2:3][CH2:4][Si:5]([CH3:14])([CH3:13])[O:16][CH3:15]. The catalyst class is: 1. (4) Reactant: O=[C:2]1[CH2:6][CH2:5][CH2:4][CH:3]1[C:7]#[N:8].C([O-])(=O)C.[Na+].Cl.[CH:15]([NH:18][NH2:19])([CH3:17])[CH3:16]. Product: [CH:15]1([N:18]2[C:7]([NH2:8])=[C:3]3[CH2:4][CH2:5][CH2:6][C:2]3=[N:19]2)[CH2:17][CH2:16]1. The catalyst class is: 8. (5) Reactant: [Cl:1][C:2]1[CH:3]=[C:4]([C:10](=[O:17])[CH2:11][C:12]([O:14]CC)=O)[CH:5]=[CH:6][C:7]=1[O:8][CH3:9].[OH:18][C:19]1[CH:24]=[C:23](O)[CH:22]=[C:21]([OH:26])[CH:20]=1. Product: [Cl:1][C:2]1[CH:3]=[C:4]([C:10]2[O:17][C:23]3[C:24]([C:12](=[O:14])[CH:11]=2)=[C:19]([OH:18])[CH:20]=[C:21]([OH:26])[CH:22]=3)[CH:5]=[CH:6][C:7]=1[O:8][CH3:9]. The catalyst class is: 25. (6) Reactant: [Li+].[OH-].[C:3]([NH:6][C:7]1[CH:23]=[CH:22][C:10]([O:11][C:12]2[CH:21]=[CH:20][C:15]([C:16]([O:18]C)=[O:17])=[CH:14][CH:13]=2)=[CH:9][CH:8]=1)(=[O:5])[CH3:4].Cl. Product: [C:3]([NH:6][C:7]1[CH:23]=[CH:22][C:10]([O:11][C:12]2[CH:21]=[CH:20][C:15]([C:16]([OH:18])=[O:17])=[CH:14][CH:13]=2)=[CH:9][CH:8]=1)(=[O:5])[CH3:4]. The catalyst class is: 12.